This data is from Reaction yield outcomes from USPTO patents with 853,638 reactions. The task is: Predict the reaction yield, written as a fraction of the theoretical maximum amount of product (1.0 means a 100% yield; for example, 0.34 means a 34% yield). No catalyst specified. The reactants are Cl[C:2]1[N:3]=[C:4]([N:18]2[CH2:21][CH:20]([N:22]([CH3:30])[C:23](=[O:29])[O:24][C:25]([CH3:28])([CH3:27])[CH3:26])[CH2:19]2)[C:5]2[CH2:10][CH2:9][CH:8]([C:11]3[CH:16]=[CH:15][C:14]([F:17])=[CH:13][CH:12]=3)[C:6]=2[N:7]=1.[Cl:31][C:32]1[N:33]=[CH:34][N:35]([C:37]2[CH:43]=[CH:42][C:40]([NH2:41])=[CH:39][C:38]=2[O:44][CH3:45])[CH:36]=1. The yield is 0.494. The product is [Cl:31][C:32]1[N:33]=[CH:34][N:35]([C:37]2[CH:43]=[CH:42][C:40]([NH:41][C:2]3[N:3]=[C:4]([N:18]4[CH2:19][CH:20]([N:22]([CH3:30])[C:23](=[O:29])[O:24][C:25]([CH3:26])([CH3:28])[CH3:27])[CH2:21]4)[C:5]4[CH2:10][CH2:9][CH:8]([C:11]5[CH:12]=[CH:13][C:14]([F:17])=[CH:15][CH:16]=5)[C:6]=4[N:7]=3)=[CH:39][C:38]=2[O:44][CH3:45])[CH:36]=1.